Predict the product of the given reaction. From a dataset of Forward reaction prediction with 1.9M reactions from USPTO patents (1976-2016). Given the reactants Cl.[NH:2]([C:4]1[CH:9]=[C:8]([C:10]#[N:11])[CH:7]=[CH:6][N:5]=1)[NH2:3].CN(C)/[CH:14]=[CH:15]/[C:16]([C:18]1[CH:23]=[CH:22][C:21]([CH3:24])=[CH:20][CH:19]=1)=O, predict the reaction product. The product is: [CH3:24][C:21]1[CH:22]=[CH:23][C:18]([C:16]2[N:2]([C:4]3[CH:9]=[C:8]([C:10]#[N:11])[CH:7]=[CH:6][N:5]=3)[N:3]=[CH:14][CH:15]=2)=[CH:19][CH:20]=1.